This data is from Catalyst prediction with 721,799 reactions and 888 catalyst types from USPTO. The task is: Predict which catalyst facilitates the given reaction. Reactant: [C:1]1([NH:7][NH2:8])[CH:6]=[CH:5][CH:4]=[CH:3][CH:2]=1.[CH2:9]([N:11]1[C:23]2[CH:22]=[CH:21][C:20]([CH:24]=O)=[CH:19][C:18]=2[C:17]2[C:12]1=[CH:13][CH:14]=[C:15]([CH:26]=O)[CH:16]=2)[CH3:10]. Product: [C:1]1([NH:7][N:8]=[CH:24][C:20]2[CH:19]=[C:18]3[C:23](=[CH:22][CH:21]=2)[N:11]([CH2:9][CH3:10])[C:12]2[CH:13]=[CH:14][C:15]([CH:26]=[N:8][NH:7][C:1]4[CH:6]=[CH:5][CH:4]=[CH:3][CH:2]=4)=[CH:16][C:17]3=2)[CH:6]=[CH:5][CH:4]=[CH:3][CH:2]=1. The catalyst class is: 247.